Dataset: Catalyst prediction with 721,799 reactions and 888 catalyst types from USPTO. Task: Predict which catalyst facilitates the given reaction. (1) Reactant: [Br:1][C:2]1[CH:3]=[C:4]2[C:14](=[CH:15][CH:16]=1)[C@:7]1([O:11][C:10](=[O:12])[NH:9][C:8]1=[O:13])[CH2:6][C:5]2=[O:17].C([BH-](C(CC)C)C(CC)C)(CC)C.[Li+].O.Cl. Product: [Br:1][C:2]1[CH:3]=[C:4]2[C:14](=[CH:15][CH:16]=1)[C@:7]1([O:11][C:10](=[O:12])[NH:9][C:8]1=[O:13])[CH2:6][C@H:5]2[OH:17]. The catalyst class is: 7. (2) Reactant: [N:1]1[C:9]([NH2:10])=[C:8]2[C:4]([N:5]=[CH:6][NH:7]2)=[N:3][CH:2]=1.[H-].[Na+].Cl[CH2:14][C:15]1[N:16]([C:25]2[CH:30]=[CH:29][CH:28]=[CH:27][C:26]=2[CH3:31])[C:17](=[O:24])[C:18]2[CH:23]=[CH:22][S:21][C:19]=2[N:20]=1. Product: [NH2:10][C:9]1[N:1]=[CH:2][N:3]=[C:4]2[C:8]=1[N:7]=[CH:6][N:5]2[CH2:14][C:15]1[N:16]([C:25]2[CH:30]=[CH:29][CH:28]=[CH:27][C:26]=2[CH3:31])[C:17](=[O:24])[C:18]2[CH:23]=[CH:22][S:21][C:19]=2[N:20]=1. The catalyst class is: 9. (3) Product: [Cl:1][C:2]1[N:6]2[CH:7]=[C:8]([CH:15]3[CH2:16][CH2:17]3)[CH:9]=[C:10]([C:11]([F:13])([F:12])[F:14])[C:5]2=[N:4][C:3]=1[C:18]([N:31]1[CH2:32][CH2:33][CH:28]([N:26]2[CH2:27][CH:23]([OH:22])[CH2:24][C:25]2=[O:34])[CH2:29][CH2:30]1)=[O:19]. The catalyst class is: 9. Reactant: [Cl:1][C:2]1[N:6]2[CH:7]=[C:8]([CH:15]3[CH2:17][CH2:16]3)[CH:9]=[C:10]([C:11]([F:14])([F:13])[F:12])[C:5]2=[N:4][C:3]=1[C:18](O)=[O:19].Cl.[OH:22][CH:23]1[CH2:27][N:26]([CH:28]2[CH2:33][CH2:32][NH:31][CH2:30][CH2:29]2)[C:25](=[O:34])[CH2:24]1.CCN(C(C)C)C(C)C.O.